From a dataset of Forward reaction prediction with 1.9M reactions from USPTO patents (1976-2016). Predict the product of the given reaction. Given the reactants [F:1][C:2]1[CH:7]=[CH:6][CH:5]=[CH:4][C:3]=1[N:8]1[C:12]([CH2:13][OH:14])=[C:11]([C:15]([N:17]([CH2:39][CH:40]([CH3:42])[CH3:41])[C@H:18]2[CH2:23][C@@H:22]([C:24]([N:26]3[CH2:31][CH2:30][O:29][CH2:28][CH2:27]3)=[O:25])[CH2:21][N:20]([C:32]([O:34][C:35]([CH3:38])([CH3:37])[CH3:36])=[O:33])[CH2:19]2)=[O:16])[N:10]=[N:9]1.C(N(CC)CC)C.CS(Cl)(=O)=O.[CH3:55][O:56][CH2:57][CH2:58]O, predict the reaction product. The product is: [F:1][C:2]1[CH:7]=[CH:6][CH:5]=[CH:4][C:3]=1[N:8]1[C:12]([CH2:13][O:14][CH2:58][CH2:57][O:56][CH3:55])=[C:11]([C:15]([N:17]([CH2:39][CH:40]([CH3:42])[CH3:41])[C@H:18]2[CH2:23][C@@H:22]([C:24]([N:26]3[CH2:27][CH2:28][O:29][CH2:30][CH2:31]3)=[O:25])[CH2:21][N:20]([C:32]([O:34][C:35]([CH3:36])([CH3:37])[CH3:38])=[O:33])[CH2:19]2)=[O:16])[N:10]=[N:9]1.